The task is: Predict the product of the given reaction.. This data is from Forward reaction prediction with 1.9M reactions from USPTO patents (1976-2016). (1) Given the reactants COC(C1C=C(NS(C2C=CC(C)=CC=2)(=O)=O)C2C(=C(OCC3C=CC=CC=3)C=CC=2)N=1)=O.[CH3:34][O:35][C:36]([C:38]1[CH:47]=[C:46]([O:48]CC2C=CC=CC=2)[C:45]2[C:40](=[C:41]([N+:62]([O-])=O)[CH:42]=[C:43]([N:56]3[CH2:61][CH2:60][CH2:59][CH2:58][CH2:57]3)[CH:44]=2)[N:39]=1)=[O:37], predict the reaction product. The product is: [CH3:34][O:35][C:36]([C:38]1[CH:47]=[C:46]([OH:48])[C:45]2[C:40](=[C:41]([NH2:62])[CH:42]=[C:43]([N:56]3[CH2:61][CH2:60][CH2:59][CH2:58][CH2:57]3)[CH:44]=2)[N:39]=1)=[O:37]. (2) Given the reactants [NH2:1][C@H:2]([C:12]1[C:17]([C:18]2[CH:19]=[CH:20][C:21]([Cl:33])=[C:22]3[C:26]=2[N:25]([CH3:27])[N:24]=[C:23]3NS(C)(=O)=O)=[CH:16][CH:15]=[C:14]([C:34]#[C:35][C:36]([OH:39])([CH3:38])[CH3:37])[N:13]=1)[CH2:3][C:4]1[CH:9]=[C:8]([F:10])[CH:7]=[C:6]([F:11])[CH:5]=1.ClC1C=CC(C2C([C@@H](NC(=O)OC(C)(C)C)CC3C=C(F)C=C(F)C=3)=NC(C#C)=CC=2)=C2C=1C=NN2C, predict the reaction product. The product is: [NH2:1][C@H:2]([C:12]1[N:13]=[C:14]([C:34]#[C:35][C:36]([CH3:38])([OH:39])[CH3:37])[CH:15]=[CH:16][C:17]=1[C:18]1[CH:19]=[CH:20][C:21]([Cl:33])=[C:22]2[C:26]=1[N:25]([CH3:27])[N:24]=[CH:23]2)[CH2:3][C:4]1[CH:9]=[C:8]([F:10])[CH:7]=[C:6]([F:11])[CH:5]=1. (3) Given the reactants [CH:1]1[C:14]2[C:5](=[N:6][CH:7]=[C:8]3[C:13]=2[CH:12]=[CH:11][CH:10]=[CH:9]3)[CH:4]=[CH:3][CH:2]=1.[Br:15][C:16]1[CH:17]=[C:18]([CH:22]=[CH:23][CH:24]=1)[C:19](Cl)=[O:20].[NH:25]1[C:33]2[C:28](=[CH:29][CH:30]=[CH:31][CH:32]=2)[CH:27]=[CH:26]1, predict the reaction product. The product is: [Br:15][C:16]1[CH:17]=[C:18]([C:19]([N:6]2[CH:7]([C:27]3[C:28]4[C:33](=[CH:32][CH:31]=[CH:30][CH:29]=4)[NH:25][CH:26]=3)[C:8]3[C:13](=[CH:12][CH:11]=[CH:10][CH:9]=3)[C:14]3[CH:1]=[CH:2][CH:3]=[CH:4][C:5]2=3)=[O:20])[CH:22]=[CH:23][CH:24]=1. (4) Given the reactants [F:1][C:2]1[CH:7]=[C:6](I)[CH:5]=[C:4]([F:9])[C:3]=1[C@@H:10]1[C:15]2[NH:16][C:17]3[C:22]([C:14]=2[CH2:13][C@@H:12]([CH3:23])[N:11]1[S:24]([CH3:27])(=[O:26])=[O:25])=[CH:21][CH:20]=[CH:19][CH:18]=3.[F:28][CH2:29][CH:30]1[CH2:33][N:32]([CH2:34][CH2:35][OH:36])[CH2:31]1.C(=O)([O-])[O-].[K+].[K+].C(#N)CCC, predict the reaction product. The product is: [F:1][C:2]1[CH:7]=[C:6]([O:36][CH2:35][CH2:34][N:32]2[CH2:33][CH:30]([CH2:29][F:28])[CH2:31]2)[CH:5]=[C:4]([F:9])[C:3]=1[C@@H:10]1[C:15]2[NH:16][C:17]3[C:22]([C:14]=2[CH2:13][C@@H:12]([CH3:23])[N:11]1[S:24]([CH3:27])(=[O:26])=[O:25])=[CH:21][CH:20]=[CH:19][CH:18]=3. (5) The product is: [CH2:1]([O:8][C:15]1[S:16][CH:17]=[CH:18][CH:19]=1)[C:2]1[CH:7]=[CH:6][CH:5]=[CH:4][CH:3]=1. Given the reactants [CH2:1]([OH:8])[C:2]1[CH:7]=[CH:6][CH:5]=[CH:4][CH:3]=1.C([Li])CCC.I[C:15]1[S:16][CH:17]=[CH:18][CH:19]=1.N1C=CC=CC=1, predict the reaction product. (6) The product is: [O:50]1[CH2:6][CH2:5][CH2:4][CH2:3][CH:2]1[N:7]1[C:15]2[C:10](=[CH:11][C:12]([C:16]3[N:20]=[CH:19][N:18]([C:21]([C:34]4[CH:39]=[CH:38][CH:37]=[CH:36][CH:35]=4)([C:28]4[CH:33]=[CH:32][CH:31]=[CH:30][CH:29]=4)[C:22]4[CH:27]=[CH:26][CH:25]=[CH:24][CH:23]=4)[N:17]=3)=[CH:13][CH:14]=2)[C:9]([C:40]2[CH:41]=[C:42]([C:43]([NH:60][CH2:53][C:54]3[CH:59]=[CH:58][CH:57]=[CH:56][CH:55]=3)=[O:51])[CH:47]=[CH:48][CH:49]=2)=[N:8]1. Given the reactants O1[CH2:6][CH2:5][CH2:4][CH2:3][CH:2]1[N:7]1[C:15]2[C:10](=[CH:11][C:12]([C:16]3[N:20]=[CH:19][N:18]([C:21]([C:34]4[CH:39]=[CH:38][CH:37]=[CH:36][CH:35]=4)([C:28]4[CH:33]=[CH:32][CH:31]=[CH:30][CH:29]=4)[C:22]4[CH:27]=[CH:26][CH:25]=[CH:24][CH:23]=4)[N:17]=3)=[CH:13][CH:14]=2)[C:9]([C:40]2[CH:41]=[C:42]([CH:47]=[CH:48][CH:49]=2)[C:43](OC)=O)=[N:8]1.[OH2:50].[OH-:51].[Li+].[CH2:53]([NH2:60])[C:54]1[CH:59]=[CH:58][CH:57]=[CH:56][CH:55]=1.O.ON1C2C=CC=CC=2N=N1.Cl.CN(C)CCCN=C=NCC, predict the reaction product. (7) The product is: [CH2:1]([O:3][C:4]([N:6]1[C:15]2[C:10](=[CH:11][C:12]([C:16]([F:17])([F:18])[F:19])=[CH:13][CH:14]=2)[N:9]([CH:20]([C:26]2[CH:31]=[C:30]([C:32]([F:33])([F:34])[F:35])[CH:29]=[C:28]([C:36]([F:38])([F:39])[F:37])[CH:27]=2)[C:21]2[N:22]=[N:23][N:24]([CH3:43])[N:25]=2)[CH2:8][CH:7]1[CH2:40][CH3:41])=[O:5])[CH3:2]. Given the reactants [CH2:1]([O:3][C:4]([N:6]1[C:15]2[C:10](=[CH:11][C:12]([C:16]([F:19])([F:18])[F:17])=[CH:13][CH:14]=2)[N:9]([CH:20]([C:26]2[CH:31]=[C:30]([C:32]([F:35])([F:34])[F:33])[CH:29]=[C:28]([C:36]([F:39])([F:38])[F:37])[CH:27]=2)[C:21]2[N:22]=[N:23][NH:24][N:25]=2)[CH2:8][CH:7]1[CH2:40][CH3:41])=[O:5])[CH3:2].[Si](C=[N+]=[N-])(C)(C)[CH3:43], predict the reaction product.